This data is from Reaction yield outcomes from USPTO patents with 853,638 reactions. The task is: Predict the reaction yield, written as a fraction of the theoretical maximum amount of product (1.0 means a 100% yield; for example, 0.34 means a 34% yield). (1) The reactants are [Cl:1][C:2]1[CH:3]=[CH:4][C:5]([CH3:9])=[C:6]([CH:8]=1)[NH2:7].Br.Br[CH:12]([C:14]1[CH:15]=[C:16]([C:31]([N:33]([CH3:35])[CH3:34])=[O:32])[CH:17]=[C:18]2[C:23]=1[O:22][C:21]([N:24]1[CH2:29][CH2:28][O:27][CH2:26][CH2:25]1)=[CH:20][C:19]2=[O:30])[CH3:13]. No catalyst specified. The product is [Cl:1][C:2]1[CH:3]=[CH:4][C:5]([CH3:9])=[C:6]([NH:7][CH:12]([C:14]2[CH:15]=[C:16]([C:31]([N:33]([CH3:35])[CH3:34])=[O:32])[CH:17]=[C:18]3[C:23]=2[O:22][C:21]([N:24]2[CH2:29][CH2:28][O:27][CH2:26][CH2:25]2)=[CH:20][C:19]3=[O:30])[CH3:13])[CH:8]=1. The yield is 0.580. (2) The reactants are [CH3:1][C:2]1[C:3]([N:8]([C:22](=[O:38])[C:23]2[CH:28]=[CH:27][C:26](B3OC(C)(C)C(C)(C)O3)=[CH:25][CH:24]=2)[C@@H:9]2[CH2:14][CH2:13][CH2:12][N:11]([C:15]([O:17][C:18]([CH3:21])([CH3:20])[CH3:19])=[O:16])[CH2:10]2)=[N:4][CH:5]=[CH:6][CH:7]=1.I[C:40]1[CH:41]=[N:42][N:43]([CH3:47])[C:44]=1[C:45]#[N:46].CC(C1C=C(C(C)C)C(C2C=CC=CC=2P(C2CCCCC2)C2CCCCC2)=C(C(C)C)C=1)C.C([O-])([O-])=O.[Na+].[Na+]. The catalyst is O1CCOCC1.O.CCOC(C)=O.C1C=CC(/C=C/C(/C=C/C2C=CC=CC=2)=O)=CC=1.C1C=CC(/C=C/C(/C=C/C2C=CC=CC=2)=O)=CC=1.C1C=CC(/C=C/C(/C=C/C2C=CC=CC=2)=O)=CC=1.[Pd].[Pd]. The product is [C:45]([C:44]1[N:43]([CH3:47])[N:42]=[CH:41][C:40]=1[C:26]1[CH:25]=[CH:24][C:23]([C:22]([N:8]([C:3]2[C:2]([CH3:1])=[CH:7][CH:6]=[CH:5][N:4]=2)[C@@H:9]2[CH2:14][CH2:13][CH2:12][N:11]([C:15]([O:17][C:18]([CH3:21])([CH3:20])[CH3:19])=[O:16])[CH2:10]2)=[O:38])=[CH:28][CH:27]=1)#[N:46]. The yield is 0.730. (3) The reactants are [N:1]12[CH2:8][CH2:7][C:4]([C:9]([C:17]3[CH:22]=[CH:21][CH:20]=[CH:19][CH:18]=3)([C:11]3[CH:16]=[CH:15][CH:14]=[CH:13][CH:12]=3)[OH:10])([CH2:5][CH2:6]1)[CH2:3][CH2:2]2.[Br:23][C:24]1[CH:29]=[CH:28][C:27]([CH2:30][O:31][CH2:32][CH2:33]Br)=[CH:26][CH:25]=1. The catalyst is CC#N.C(Cl)(Cl)Cl. The product is [Br-:23].[Br:23][C:24]1[CH:25]=[CH:26][C:27]([CH2:30][O:31][CH2:32][CH2:33][N+:1]23[CH2:6][CH2:5][C:4]([C:9]([OH:10])([C:17]4[CH:22]=[CH:21][CH:20]=[CH:19][CH:18]=4)[C:11]4[CH:12]=[CH:13][CH:14]=[CH:15][CH:16]=4)([CH2:3][CH2:2]2)[CH2:7][CH2:8]3)=[CH:28][CH:29]=1. The yield is 0.320. (4) The reactants are [Br:1][C:2]1[N:7]=[C:6]([C:8]#N)[C:5]([OH:10])=[C:4]([O:11][CH3:12])[CH:3]=1.[OH:13]S(O)(=O)=O.[OH2:18]. No catalyst specified. The product is [Br:1][C:2]1[N:7]=[C:6]([C:8]([OH:13])=[O:18])[C:5]([OH:10])=[C:4]([O:11][CH3:12])[CH:3]=1. The yield is 1.00. (5) The reactants are [CH2:1]([N:8]1[CH:12]=[C:11]([C:13]([O:15]CC)=[O:14])[C:10]([O:18][CH2:19][C:20]2[CH:25]=[CH:24][C:23]([O:26][CH2:27][C:28]3[N:29]=[C:30]([C:34]4[CH:39]=[CH:38][CH:37]=[CH:36][CH:35]=4)[O:31][C:32]=3[CH3:33])=[C:22]([O:40][CH3:41])[CH:21]=2)=[N:9]1)[C:2]1[CH:7]=[CH:6][CH:5]=[CH:4][CH:3]=1.O1CCCC1.[OH-].[Na+].Cl. The catalyst is O.C(O)C. The product is [CH2:1]([N:8]1[CH:12]=[C:11]([C:13]([OH:15])=[O:14])[C:10]([O:18][CH2:19][C:20]2[CH:25]=[CH:24][C:23]([O:26][CH2:27][C:28]3[N:29]=[C:30]([C:34]4[CH:39]=[CH:38][CH:37]=[CH:36][CH:35]=4)[O:31][C:32]=3[CH3:33])=[C:22]([O:40][CH3:41])[CH:21]=2)=[N:9]1)[C:2]1[CH:7]=[CH:6][CH:5]=[CH:4][CH:3]=1. The yield is 0.980.